This data is from Forward reaction prediction with 1.9M reactions from USPTO patents (1976-2016). The task is: Predict the product of the given reaction. (1) Given the reactants COC1C=C[C:6]([C:9]2[CH:10]=[C:11](C)[C:12](=O)[NH:13]N=2)=CC=1.BrCCCCl.[Cl:22][CH2:23][CH2:24][CH2:25][O:26][C:27]1[CH:32]=[CH:31][C:30]([C:33]2[CH:34]=[C:35]([CH3:41])[C:36](=[O:40])[N:37]([CH3:39])[N:38]=2)=[CH:29][CH:28]=1.N1CCCCC1, predict the reaction product. The product is: [Cl:22][CH2:23][CH2:24][CH2:25][O:26][C:27]1[CH:28]=[CH:29][C:30]([C:33]2[CH:34]=[C:35]([CH3:41])[C:36](=[O:40])[N:37]([CH3:39])[N:38]=2)=[CH:31][CH:32]=1.[CH3:39][N:37]1[C:36](=[O:40])[C:35]([CH3:41])=[CH:34][C:33]([C:30]2[CH:31]=[CH:32][C:27]([O:26][CH2:25][CH2:24][CH2:23][N:13]3[CH2:6][CH2:9][CH2:10][CH2:11][CH2:12]3)=[CH:28][CH:29]=2)=[N:38]1. (2) The product is: [CH2:6]([N:10]1[C:18]2[C:13](=[C:14]([C:2]3[O:1][CH:5]=[CH:4][N:3]=3)[CH:15]=[C:16]([C:19]([OH:21])=[O:20])[CH:17]=2)[CH:12]=[CH:11]1)[CH2:7][CH2:8][CH3:9]. Given the reactants [O:1]1[CH:5]=[CH:4][N:3]=[CH:2]1.[CH2:6]([N:10]1[C:18]2[C:13](=[C:14](I)[CH:15]=[C:16]([C:19]([O:21]C)=[O:20])[CH:17]=2)[CH:12]=[CH:11]1)[CH2:7][CH2:8][CH3:9], predict the reaction product. (3) Given the reactants [F:1][C:2]1[CH:7]=[CH:6][CH:5]=[C:4]([F:8])[CH:3]=1.C([Li])CCC.[CH3:14][S:15]SC, predict the reaction product. The product is: [F:1][C:2]1[CH:7]=[CH:6][CH:5]=[C:4]([F:8])[C:3]=1[S:15][CH3:14]. (4) Given the reactants C(OP([CH2:9][C:10]1[N:11]=[C:12]([N:16]2[CH2:21][CH2:20][N:19]([C:22]([O:24][C:25]([CH3:28])([CH3:27])[CH3:26])=[O:23])[CH2:18][CH2:17]2)[S:13][C:14]=1[CH3:15])(OCC)=O)C.[H-].[Na+].[CH3:31][O:32][CH2:33][O:34][C:35]1[C:39]([CH:40]=O)=[CH:38][N:37]([C:42]2[CH:47]=[CH:46][CH:45]=[CH:44][CH:43]=2)[N:36]=1.O, predict the reaction product. The product is: [CH3:31][O:32][CH2:33][O:34][C:35]1[C:39](/[CH:40]=[CH:9]/[C:10]2[N:11]=[C:12]([N:16]3[CH2:21][CH2:20][N:19]([C:22]([O:24][C:25]([CH3:28])([CH3:27])[CH3:26])=[O:23])[CH2:18][CH2:17]3)[S:13][C:14]=2[CH3:15])=[CH:38][N:37]([C:42]2[CH:47]=[CH:46][CH:45]=[CH:44][CH:43]=2)[N:36]=1. (5) Given the reactants [NH2:1][C:2]1[N:10]=[CH:9][CH:8]=[CH:7][C:3]=1[C:4]([OH:6])=O.ON1C2C=CC=CC=2N=N1.CCN=C=NCCCN(C)C.[CH2:32]([O:34][C:35]1[CH:49]=[CH:48][C:38]([O:39][C:40]2[CH:41]=[C:42]([CH:45]=[CH:46][CH:47]=2)[CH2:43][NH2:44])=[CH:37][CH:36]=1)[CH3:33].C(=O)(O)[O-].[Na+], predict the reaction product. The product is: [CH2:32]([O:34][C:35]1[CH:49]=[CH:48][C:38]([O:39][C:40]2[CH:41]=[C:42]([CH2:43][NH:44][C:4](=[O:6])[C:3]3[CH:7]=[CH:8][CH:9]=[N:10][C:2]=3[NH2:1])[CH:45]=[CH:46][CH:47]=2)=[CH:37][CH:36]=1)[CH3:33]. (6) Given the reactants Cl.[F:2][C:3]1[CH:8]=[C:7]([C:9]([F:12])([F:11])[F:10])[CH:6]=[CH:5][C:4]=1[CH:13]1[CH2:18][CH:17]([C:19]([O:21][CH3:22])=[O:20])[CH2:16][CH2:15][NH:14]1.CCN(C(C)C)C(C)C.[C:32](Cl)(=[O:35])[O:33][CH3:34], predict the reaction product. The product is: [F:2][C:3]1[CH:8]=[C:7]([C:9]([F:12])([F:10])[F:11])[CH:6]=[CH:5][C:4]=1[CH:13]1[CH2:18][CH:17]([C:19]([O:21][CH3:22])=[O:20])[CH2:16][CH2:15][N:14]1[C:32]([O:33][CH3:34])=[O:35].